Task: Predict the product of the given reaction.. Dataset: Forward reaction prediction with 1.9M reactions from USPTO patents (1976-2016) (1) Given the reactants [CH3:1][O:2][C:3]1[CH:4]=[C:5]([CH:32]=[CH:33][C:34]=1[O:35][CH3:36])[CH2:6][CH:7]1[C:13]2[CH:14]=[C:15]([O:20][CH3:21])[C:16]([O:18][CH3:19])=[CH:17][C:12]=2[CH2:11][CH2:10][CH2:9][N:8]1[CH:22]([C:26]1[CH:31]=[CH:30][CH:29]=[CH:28][CH:27]=1)[C:23](O)=[O:24].Cl.[NH2:38][CH:39]1[CH2:47][C:46]2[C:41](=[CH:42][CH:43]=[CH:44][CH:45]=2)[CH2:40]1, predict the reaction product. The product is: [CH3:1][O:2][C:3]1[CH:4]=[C:5]([CH:32]=[CH:33][C:34]=1[O:35][CH3:36])[CH2:6][CH:7]1[C:13]2[CH:14]=[C:15]([O:20][CH3:21])[C:16]([O:18][CH3:19])=[CH:17][C:12]=2[CH2:11][CH2:10][CH2:9][N:8]1[CH:22]([C:26]1[CH:31]=[CH:30][CH:29]=[CH:28][CH:27]=1)[C:23]([NH:38][CH:39]1[CH2:47][C:46]2[C:41](=[CH:42][CH:43]=[CH:44][CH:45]=2)[CH2:40]1)=[O:24]. (2) Given the reactants [Cl:1][C:2]1[CH:7]=[CH:6][CH:5]=[C:4]([Cl:8])[C:3]=1[C:9]1[C:13]([CH2:14][O:15][C:16]2[CH:21]=[CH:20][C:19]([C:22]3[CH:31]=[C:30]4[C:25]([C:26]([C:36]([O:38]C)=[O:37])=[CH:27][C:28]([C:32]([O:34]C)=[O:33])=[N:29]4)=[CH:24][CH:23]=3)=[CH:18][CH:17]=2)=[C:12]([CH:40]([CH3:42])[CH3:41])[O:11][N:10]=1.CCO.O.[OH-].[Na+], predict the reaction product. The product is: [Cl:8][C:4]1[CH:5]=[CH:6][CH:7]=[C:2]([Cl:1])[C:3]=1[C:9]1[C:13]([CH2:14][O:15][C:16]2[CH:21]=[CH:20][C:19]([C:22]3[CH:31]=[C:30]4[C:25]([C:26]([C:36]([OH:38])=[O:37])=[CH:27][C:28]([C:32]([OH:34])=[O:33])=[N:29]4)=[CH:24][CH:23]=3)=[CH:18][CH:17]=2)=[C:12]([CH:40]([CH3:42])[CH3:41])[O:11][N:10]=1. (3) The product is: [CH2:29]([NH:28][C:11]1[C:12]2[N:13]([C:15]([C:18]([NH:20][C:21]3[CH:26]=[CH:25][N:24]=[CH:23][C:22]=3[F:27])=[O:19])=[CH:16][N:17]=2)[N:14]=[C:9]([NH:8][C@H:5]2[CH2:4][CH2:3][C@H:2]([NH:1][C:39](=[O:40])[NH:38][C:35]3[CH:36]=[CH:37][C:32]([F:31])=[CH:33][CH:34]=3)[CH2:7][CH2:6]2)[CH:10]=1)[CH3:30]. Given the reactants [NH2:1][C@H:2]1[CH2:7][CH2:6][C@H:5]([NH:8][C:9]2[CH:10]=[C:11]([NH:28][CH2:29][CH3:30])[C:12]3[N:13]([C:15]([C:18]([NH:20][C:21]4[CH:26]=[CH:25][N:24]=[CH:23][C:22]=4[F:27])=[O:19])=[CH:16][N:17]=3)[N:14]=2)[CH2:4][CH2:3]1.[F:31][C:32]1[CH:37]=[CH:36][C:35]([N:38]=[C:39]=[O:40])=[CH:34][CH:33]=1, predict the reaction product. (4) Given the reactants C(N(CC)CC)C.[C:8]([O:11][CH2:12][CH2:13][CH2:14][C:15]1[CH:16]=[C:17]2[C:21](=[CH:22][CH:23]=1)[N:20](C(OC(C)(C)C)=O)[CH:19]=[C:18]2[CH:31]=[O:32])(=[O:10])[CH3:9].[CH3:33][O:34][C:35]1[CH:36]=[C:37]([N:41]=[CH:42][C:43]2[CH:51]=[C:46]3[CH:47]=[CH:48][CH:49]=[CH:50][N:45]3[N:44]=2)[CH:38]=[N:39][CH:40]=1, predict the reaction product. The product is: [C:8]([O:11][CH2:12][CH2:13][CH2:14][C:15]1[CH:16]=[C:17]2[C:21](=[CH:22][CH:23]=1)[NH:20][CH:19]=[C:18]2[C:31](=[O:32])[CH:42]([NH:41][C:37]1[CH:38]=[N:39][CH:40]=[C:35]([O:34][CH3:33])[CH:36]=1)[C:43]1[CH:51]=[C:46]2[CH:47]=[CH:48][CH:49]=[CH:50][N:45]2[N:44]=1)(=[O:10])[CH3:9]. (5) The product is: [NH2:19][C:17]1[CH:16]=[CH:15][C:3]([O:4][C:5]2[C:10]3[C:11]([NH2:14])=[N:12][O:13][C:9]=3[CH:8]=[CH:7][CH:6]=2)=[C:2]([F:1])[CH:18]=1. Given the reactants [F:1][C:2]1[CH:18]=[C:17]([N+:19]([O-])=O)[CH:16]=[CH:15][C:3]=1[O:4][C:5]1[C:10]2[C:11]([NH2:14])=[N:12][O:13][C:9]=2[CH:8]=[CH:7][CH:6]=1.O.O.[Sn](Cl)Cl.C(=O)(O)[O-].[Na+], predict the reaction product. (6) Given the reactants [OH:1][C@@H:2]1[CH2:6][CH2:5][N:4]([C:7]2[CH:14]=[CH:13][C:10]([C:11]#[N:12])=[CH:9][CH:8]=2)[CH2:3]1.C1(P(C2C=CC=CC=2)C2C=CC=CC=2)C=CC=CC=1.[CH3:34][O:35][C:36](=[O:44])[C:37]1[CH:42]=[CH:41][CH:40]=[C:39](O)[CH:38]=1.CCOC(/N=N/C(OCC)=O)=O, predict the reaction product. The product is: [CH3:34][O:35][C:36](=[O:44])[C:37]1[CH:42]=[CH:41][CH:40]=[C:39]([O:1][C@H:2]2[CH2:6][CH2:5][N:4]([C:7]3[CH:14]=[CH:13][C:10]([C:11]#[N:12])=[CH:9][CH:8]=3)[CH2:3]2)[CH:38]=1. (7) Given the reactants Br.[Cl:2][C:3]1[CH:8]=[CH:7][C:6]([CH:9]([C:15]2[CH:20]=[CH:19][C:18]([Cl:21])=[CH:17][CH:16]=2)[N:10]2[CH2:13][CH:12](O)[CH2:11]2)=[CH:5][CH:4]=1.[N:22]1[C:31]2[C:26](=[CH:27][C:28]([NH:32][S:33]([CH3:36])(=[O:35])=[O:34])=[CH:29][CH:30]=2)[CH:25]=[CH:24][CH:23]=1.CC(OC(/N=N/C(OC(C)C)=O)=O)C.C1(P(C2C=CC=CC=2)C2C=CC=CC=2)C=CC=CC=1, predict the reaction product. The product is: [Cl:2][C:3]1[CH:8]=[CH:7][C:6]([CH:9]([C:15]2[CH:20]=[CH:19][C:18]([Cl:21])=[CH:17][CH:16]=2)[N:10]2[CH2:13][CH:12]([N:32]([C:28]3[CH:27]=[C:26]4[C:31](=[CH:30][CH:29]=3)[N:22]=[CH:23][CH:24]=[CH:25]4)[S:33]([CH3:36])(=[O:34])=[O:35])[CH2:11]2)=[CH:5][CH:4]=1. (8) Given the reactants CCOCC.Cl[C:7]1[N:12]=[C:11]([Cl:13])[C:10]([C:14]([F:17])([F:16])[F:15])=[CH:9][N:8]=1.[CH3:18][N:19]1[CH:23]=[C:22]([NH2:24])[CH:21]=[N:20]1.CCN(CC)CC, predict the reaction product. The product is: [Cl:13][C:11]1[C:10]([C:14]([F:17])([F:16])[F:15])=[CH:9][N:8]=[C:7]([NH:24][C:22]2[CH:21]=[N:20][N:19]([CH3:18])[CH:23]=2)[N:12]=1.